Dataset: Full USPTO retrosynthesis dataset with 1.9M reactions from patents (1976-2016). Task: Predict the reactants needed to synthesize the given product. Given the product [O:1]1[C:10]2[CH:9]=[C:8]([CH2:11][N:12]([CH:20]3[CH2:25][CH2:24][N:23]([CH:26]([CH2:27][N:28]4[C:37]5[C:32](=[CH:33][CH:34]=[C:35]([O:38][CH3:39])[N:36]=5)[CH2:31][CH2:30][C:29]4=[O:40])[CH2:41][OH:42])[CH2:22][CH2:21]3)[C:13](=[O:19])[O:14][C:15]([CH3:18])([CH3:17])[CH3:16])[N:7]=[CH:6][C:5]=2[O:4][CH2:3][CH2:2]1, predict the reactants needed to synthesize it. The reactants are: [O:1]1[C:10]2[CH:9]=[C:8]([CH2:11][N:12]([CH:20]3[CH2:25][CH2:24][N:23]([CH:26]([CH2:41][O:42]CC4C=CC=CC=4)[CH2:27][N:28]4[C:37]5[C:32](=[CH:33][CH:34]=[C:35]([O:38][CH3:39])[N:36]=5)[CH2:31][CH2:30][C:29]4=[O:40])[CH2:22][CH2:21]3)[C:13](=[O:19])[O:14][C:15]([CH3:18])([CH3:17])[CH3:16])[N:7]=[CH:6][C:5]=2[O:4][CH2:3][CH2:2]1.[H][H].